Dataset: Experimentally validated miRNA-target interactions with 360,000+ pairs, plus equal number of negative samples. Task: Binary Classification. Given a miRNA mature sequence and a target amino acid sequence, predict their likelihood of interaction. (1) The miRNA is mmu-miR-342-3p with sequence UCUCACACAGAAAUCGCACCCGU. The protein sequence of the target gene is MRRAWILLTLGLVACVSAESRAELTSDKDMYLDNSSIEEASGVYPIDDDDYASASGSGADEDVESPELTTSRPLPKILLTSAAPKVETTTLNIQNKIPAQTKSPEETDKEKVHLSDSERKMDPAEEDTNVYTEKHSDSLFKRTEVLAAVIAGGVIGFLFAIFLILLLVYRMRKKDEGSYDLGERKPSSAAYQKAPTKEFYA. Result: 0 (no interaction). (2) The miRNA is hsa-miR-3619-5p with sequence UCAGCAGGCAGGCUGGUGCAGC. The protein sequence of the target gene is MAKPTSKDSGLKEKFKILLGLGTPRPNPRSAEGKQTEFIITAEILRELSMECGLNNRIRMIGQICEVAKTKKFEEHAVEALWKAVADLLQPERPLEARHAVLALLKAIVQGQGERLGVLRALFFKVIKDYPSNEDLHERLEVFKALTDNGRHITYLEEELADFVLQWMDVGLSSEFLLVLVNLVKFNSCYLDEYIARMVQMICLLCVRTASSVDIEVSLQVLDAVVCYNCLPAESLPLFIVTLCRTINVKELCEPCWKLMRNLLGTHLGHSAIYNMCHLMEDRAYMEDAPLLRGAVFFVG.... Result: 0 (no interaction). (3) The miRNA is hsa-miR-15a-5p with sequence UAGCAGCACAUAAUGGUUUGUG. The protein sequence of the target gene is MGNTLTCCVSPNASPKLGRRAGSAELYCASDIYEAVSGDAVAVAPAVVEPAELDFGEGEGHHLQHISDREMPEDLALESNPSDHPRASTIFLSKSQTDVREKRKSNHLNHVSPGQLTKKYSSCSTIFLDDSTVSQPNLRTTVKCVTLAIYYHIKNRDANRSLDIFDERSHPLTREKVPEEYFKHDPEHKFIYRFVRTLFSAAQLTAECAIVTLVYLERLLTYAEIDICPTNWKRIVLGAILLASKVWDDQAVWNVDYCQILKDITVEDMNEMERHFLELLQFNINVPASVYAKYYFDLRS.... Result: 1 (interaction). (4) The miRNA is hsa-miR-4423-3p with sequence AUAGGCACCAAAAAGCAACAA. The protein sequence of the target gene is MAEAAEPEGVAPGPQGPPEVPAPLAERPGEPGAAGGEAEGPEGSEGAEEAPRGAAAVKEAGGGGPDRGPEAEARGTRGAHGETEAEEGAPEGAEVPQGGEETSGAQQVEGASPGRGAQGEPRGEAQREPEDSAAPERQEEAEQRPEVPEGSASGEAGDSVDAEGPLGDNIEAEGPAGDSVEAEGRVGDSVDAEGPAGDSVDAEGPLGDNIQAEGPAGDSVDAEGRVGDSVDAEGPAGDSVDAEGRVGDSVEAGDPAGDGVEAGVPAGDSVEAEGPAGDSMDAEGPAGRARRVSGEPQQSG.... Result: 0 (no interaction). (5) The miRNA is hsa-miR-6768-3p with sequence CAAAGGCCACAUUCUCCUGUGCAC. The protein sequence of the target gene is MRPLPGAPGVAAAAALLLLLLPRARSDEHEHTYQDKEEVVLWMNTVGPYHNRQETYKYFSLPFCVGSKKSISHYHETLGEALQGVELEFSGLDIKFKDDVMPGTYCEIDLDKEKRDAFVYAIKNHYWYQMYIDDLPIWGIVGEADENGEDYYLWTYKKLEIGFNGNRIVDVNLTSEGKVKLVPNTKIQMSYSVKWKKSDVKFEDRFDKYLDPSFFQHRIHWFSIFNSFMMVIFLVGLVSMILMRTLRKDYARYSKEEEMDDMDRDLGDEYGWKQVHGDVFRPSSHPLIFSSLIGSGCQIF.... Result: 0 (no interaction). (6) The miRNA is hsa-miR-22-3p with sequence AAGCUGCCAGUUGAAGAACUGU. The protein sequence of the target gene is MLQHPKVKGPSIALLGFSKGGDLCLSMASFLKGITATVLINACVANTVAPLHYKDMIIPKLVDDLGKVKITKSGFLTFMDTWSNPLEEHNHQSLVPLEKAQVPFLFIVGMDDQSWKSEFYAQIASERLQAHGKERPQIICYPETGHCIDPPYFPPSRASVHAVLGEAIFYGGEPKAHSKAQVDAWQQIQTFFHKHLNGKKSVKHSKI. Result: 0 (no interaction).